Dataset: Reaction yield outcomes from USPTO patents with 853,638 reactions. Task: Predict the reaction yield, written as a fraction of the theoretical maximum amount of product (1.0 means a 100% yield; for example, 0.34 means a 34% yield). (1) The reactants are [CH3:1][C:2]1[N:7]=[CH:6][C:5]([C:8]([OH:10])=O)=[CH:4][N:3]=1.C1C=CC2N(O)N=NC=2C=1.CN(C(ON1N=NC2C=CC=CC1=2)=[N+](C)C)C.F[P-](F)(F)(F)(F)F.[NH:45]1[CH2:48][CH:47]([C:49]([N:51]2[CH2:57][CH2:56][CH2:55][N:54]([CH:58]3[CH2:61][CH2:60][CH2:59]3)[CH2:53][CH2:52]2)=[O:50])[CH2:46]1. The catalyst is C(Cl)Cl. The product is [CH:58]1([N:54]2[CH2:55][CH2:56][CH2:57][N:51]([C:49]([CH:47]3[CH2:46][N:45]([C:8]([C:5]4[CH:6]=[N:7][C:2]([CH3:1])=[N:3][CH:4]=4)=[O:10])[CH2:48]3)=[O:50])[CH2:52][CH2:53]2)[CH2:61][CH2:60][CH2:59]1. The yield is 0.290. (2) The reactants are COC(C1C=C(O)C2C(=C(OCC3C=CC=CC=3)C=C(C#CCOCC3C=CC=CC=3)C=2)N=1)=O.[CH3:35][O:36][C:37]([C:39]1[CH:48]=[C:47]([OH:49])[C:46]2[C:41](=[C:42]([O:58][CH3:59])[CH:43]=[C:44]([C:50]#[C:51][C:52]3[CH:57]=[CH:56][CH:55]=[CH:54][CH:53]=3)[CH:45]=2)[N:40]=1)=[O:38]. No catalyst specified. The product is [CH3:35][O:36][C:37]([C:39]1[CH:48]=[C:47]([OH:49])[C:46]2[C:41](=[C:42]([O:58][CH3:59])[CH:43]=[C:44]([CH2:50][CH2:51][C:52]3[CH:53]=[CH:54][CH:55]=[CH:56][CH:57]=3)[CH:45]=2)[N:40]=1)=[O:38]. The yield is 0.720.